This data is from CYP2C19 inhibition data for predicting drug metabolism from PubChem BioAssay. The task is: Regression/Classification. Given a drug SMILES string, predict its absorption, distribution, metabolism, or excretion properties. Task type varies by dataset: regression for continuous measurements (e.g., permeability, clearance, half-life) or binary classification for categorical outcomes (e.g., BBB penetration, CYP inhibition). Dataset: cyp2c19_veith. (1) The compound is COc1ccccc1-c1nc(NC2CC2)c2ccccc2n1. The result is 0 (non-inhibitor). (2) The molecule is Cc1nn(-c2ccccc2)c2c1C(=O)N(Cc1ccccc1)C(=O)C(C)(C)C2. The result is 1 (inhibitor). (3) The compound is C[N@@+]1(Cc2ccc(Cl)c(Cl)c2)CCC[C@@H]1c1ccc[n+](Cc2ccc(Cl)c(Cl)c2)c1. The result is 0 (non-inhibitor). (4) The molecule is COc1ccc(NC(=S)Nc2ccccc2)cc1. The result is 1 (inhibitor). (5) The compound is O=C1c2ccccc2C(=O)N1CCCSc1ccccc1. The result is 1 (inhibitor). (6) The compound is CCCS(=O)(=O)N1CCCC(C(=O)N2CCC3(CC2)OCCO3)C1. The result is 0 (non-inhibitor). (7) The drug is Cc1c(NC(=S)/C=C2\N(C)c3ccccc3C2(C)C)c(=O)n(-c2ccccc2)n1C. The result is 1 (inhibitor).